Task: Predict the reaction yield, written as a fraction of the theoretical maximum amount of product (1.0 means a 100% yield; for example, 0.34 means a 34% yield).. Dataset: Reaction yield outcomes from USPTO patents with 853,638 reactions (1) The reactants are Cl[C:2]1[N:7]=[C:6]([CH3:8])[C:5]([CH:9]([CH2:14][CH2:15][CH3:16])[C:10]([O:12][CH3:13])=[O:11])=[C:4]([C:17]2[CH:22]=[CH:21][C:20]([CH3:23])=[CH:19][CH:18]=2)[N:3]=1.[OH:24][C:25]1[CH:30]=[CH:29][CH:28]=[CH:27][C:26]=1B(O)O.C(N(CC)C(C)C)(C)C. The catalyst is COCCOC.O.C1C=CC([P]([Pd]([P](C2C=CC=CC=2)(C2C=CC=CC=2)C2C=CC=CC=2)([P](C2C=CC=CC=2)(C2C=CC=CC=2)C2C=CC=CC=2)[P](C2C=CC=CC=2)(C2C=CC=CC=2)C2C=CC=CC=2)(C2C=CC=CC=2)C2C=CC=CC=2)=CC=1. The product is [OH:24][C:25]1[CH:30]=[CH:29][CH:28]=[CH:27][C:26]=1[C:2]1[N:7]=[C:6]([CH3:8])[C:5]([CH:9]([CH2:14][CH2:15][CH3:16])[C:10]([O:12][CH3:13])=[O:11])=[C:4]([C:17]2[CH:22]=[CH:21][C:20]([CH3:23])=[CH:19][CH:18]=2)[N:3]=1. The yield is 0.490. (2) The reactants are [CH2:1](N1C(=O)[C:7]2=[CH:6][CH:5]=[CH:4][CH:3]=[C:2]2[C:1]1=O)[C:2]1[CH:7]=[CH:6][CH:5]=[CH:4][CH:3]=1.[CH3:19][C:20]1([CH3:31])[C:28]2[C:23](=[CH:24][CH:25]=[CH:26][CH:27]=2)[C:22]([CH3:30])([CH3:29])[NH:21]1.CI.[Mg]. The catalyst is C1(C)C=CC=CC=1.C(OCC)C. The product is [CH2:1]([N:21]1[C:20]([CH3:31])([CH3:19])[C:28]2[C:23](=[CH:24][CH:25]=[CH:26][CH:27]=2)[C:22]1([CH3:30])[CH3:29])[C:2]1[CH:7]=[CH:6][CH:5]=[CH:4][CH:3]=1. The yield is 0.370. (3) The reactants are [C:1](=O)([O-])[O-].[Li+].[Li+].[C:7]1([CH:15]=[CH:14][CH:13]=[C:11]([OH:12])[C:9]=1[OH:10])[OH:8].CI.O. The catalyst is CN(C)C=O. The product is [CH3:1][O:10][C:9]1[C:7]([OH:8])=[CH:15][CH:14]=[CH:13][C:11]=1[OH:12]. The yield is 0.340. (4) The yield is 0.760. The catalyst is C(OCC)(=O)C.[OH-].[OH-].[Pd+2]. The reactants are C([N:8]([CH:19]1[CH2:24][CH2:23][N:22]([CH2:25][CH2:26][OH:27])[CH2:21][CH:20]1[F:28])C(=O)OCC1C=CC=CC=1)C1C=CC=CC=1.[C:37](O[C:37]([O:39][C:40]([CH3:43])([CH3:42])[CH3:41])=[O:38])([O:39][C:40]([CH3:43])([CH3:42])[CH3:41])=[O:38].CO. The product is [F:28][CH:20]1[CH:19]([NH:8][C:37](=[O:38])[O:39][C:40]([CH3:41])([CH3:42])[CH3:43])[CH2:24][CH2:23][N:22]([CH2:25][CH2:26][OH:27])[CH2:21]1. (5) The reactants are [CH:1]1([NH2:7])[CH2:6][CH2:5][CH2:4][CH2:3][CH2:2]1.C([O:10][C:11]([C:13]1[C:14](=[O:26])[N:15]([CH3:25])[C:16]2[C:21]([C:22]=1[OH:23])=[CH:20][C:19]([CH3:24])=[CH:18][CH:17]=2)=O)C. The catalyst is C1(C)C=CC=CC=1.O. The product is [CH:1]1([NH:7][C:11]([C:13]2[C:14](=[O:26])[N:15]([CH3:25])[C:16]3[C:21]([C:22]=2[OH:23])=[CH:20][C:19]([CH3:24])=[CH:18][CH:17]=3)=[O:10])[CH2:6][CH2:5][CH2:4][CH2:3][CH2:2]1. The yield is 0.970.